This data is from Reaction yield outcomes from USPTO patents with 853,638 reactions. The task is: Predict the reaction yield, written as a fraction of the theoretical maximum amount of product (1.0 means a 100% yield; for example, 0.34 means a 34% yield). (1) The reactants are [Br:1][C:2]1[CH:3]=[CH:4][C:5]2[N:6]([CH2:16][C:17](=O)[CH2:18][O:19][C:20]3[CH:25]=[CH:24][CH:23]=[CH:22][CH:21]=3)[C:7]3[C:12]([C:13]=2[CH:14]=1)=[CH:11][C:10]([Br:15])=[CH:9][CH:8]=3.N1C(C)=CC=CC=1C.Cl.[CH2:36]([O:43][NH2:44])[C:37]1[CH:42]=[CH:41][CH:40]=[CH:39][CH:38]=1. The catalyst is C1COCC1. The product is [CH2:36]([O:43]/[N:44]=[C:17](\[CH2:18][O:19][C:20]1[CH:25]=[CH:24][CH:23]=[CH:22][CH:21]=1)/[CH2:16][N:6]1[C:7]2[CH:8]=[CH:9][C:10]([Br:15])=[CH:11][C:12]=2[C:13]2[C:5]1=[CH:4][CH:3]=[C:2]([Br:1])[CH:14]=2)[C:37]1[CH:42]=[CH:41][CH:40]=[CH:39][CH:38]=1. The yield is 0.934. (2) The reactants are [CH2:1]([O:4][C:5]([NH:7][C:8]1[CH:13]=[CH:12][C:11]([C:14]2[O:15][C:16]3[C:24]([F:25])=[C:23]([CH2:26][O:27][C:28]([O:30][CH2:31][CH:32]=[CH2:33])=[O:29])[C:22]([F:34])=[C:21]([NH:35][C:36](=[O:39])[CH2:37]Cl)[C:17]=3[C:18](=[O:20])[CH:19]=2)=[CH:10][C:9]=1[F:40])=[O:6])[CH:2]=[CH2:3].Cl.[CH3:42][NH:43][CH3:44].C(N(C(C)C)CC)(C)C.O. The catalyst is CN(C)C=O. The product is [CH2:1]([O:4][C:5]([NH:7][C:8]1[CH:13]=[CH:12][C:11]([C:14]2[O:15][C:16]3[C:24]([F:25])=[C:23]([CH2:26][O:27][C:28]([O:30][CH2:31][CH:32]=[CH2:33])=[O:29])[C:22]([F:34])=[C:21]([NH:35][C:36](=[O:39])[CH2:37][N:43]([CH3:44])[CH3:42])[C:17]=3[C:18](=[O:20])[CH:19]=2)=[CH:10][C:9]=1[F:40])=[O:6])[CH:2]=[CH2:3]. The yield is 0.990. (3) The reactants are [CH2:1]([O:3][C:4]([C:6]1[CH:7]=[N:8][NH:9][C:10]=1[NH2:11])=[O:5])[CH3:2].C([O-])([O-])=O.[Na+].[Na+].Br[CH:19]([CH3:28])[C:20]([C:22]1[CH:27]=[CH:26][CH:25]=[CH:24][CH:23]=1)=[O:21].CCOC(C)=O.CCCCCC. The catalyst is CN(C=O)C.CCOC(C)=O. The product is [CH2:1]([O:3][C:4]([C:6]1[CH:7]=[N:8][N:9]([CH:19]([CH3:28])[C:20](=[O:21])[C:22]2[CH:27]=[CH:26][CH:25]=[CH:24][CH:23]=2)[C:10]=1[NH2:11])=[O:5])[CH3:2]. The yield is 0.120. (4) The reactants are [OH:1][CH:2]([C:5]1[CH:10]=[C:9]([I:11])[N:8]([CH2:12][C:13]#[CH:14])[C:7](=[O:15])[C:6]=1[CH3:16])[CH2:3][CH3:4].CCN(CC)CC.Br[Si:25]([CH:44]([CH3:46])[CH3:45])([CH:41]([CH3:43])[CH3:42])[CH2:26][CH2:27][C:28]([F:40])([F:39])[C:29]([F:38])([F:37])[C:30]([F:36])([F:35])[C:31]([F:34])([F:33])[F:32]. The catalyst is CN(C)C1C=CN=CC=1.C(Cl)Cl. The product is [CH:44]([Si:25]([CH:41]([CH3:43])[CH3:42])([CH2:26][CH2:27][C:28]([F:40])([F:39])[C:29]([F:37])([F:38])[C:30]([F:35])([F:36])[C:31]([F:32])([F:33])[F:34])[O:1][CH:2]([C:5]1[CH:10]=[C:9]([I:11])[N:8]([CH2:12][C:13]#[CH:14])[C:7](=[O:15])[C:6]=1[CH3:16])[CH2:3][CH3:4])([CH3:45])[CH3:46]. The yield is 0.820. (5) The reactants are C(Br)(=O)C.[CH:5]1([C:8]2[C:9]([C:18]([C:20]3[CH:21]=[C:22]([CH:25]=[C:26]([CH3:28])[CH:27]=3)[C:23]#[N:24])=[O:19])=[N:10][C:11]([O:16]C)=[N:12][C:13]=2[O:14]C)[CH2:7][CH2:6]1. No catalyst specified. The product is [CH:5]1([C:8]2[C:13](=[O:14])[NH:12][C:11](=[O:16])[NH:10][C:9]=2[C:18]([C:20]2[CH:21]=[C:22]([CH:25]=[C:26]([CH3:28])[CH:27]=2)[C:23]#[N:24])=[O:19])[CH2:7][CH2:6]1. The yield is 0.770. (6) The reactants are Br[C:2]1[CH:3]=[CH:4][C:5]([C:8](=[O:10])[CH3:9])=[N:6][CH:7]=1.[F:11][C:12]1[CH:17]=[CH:16][C:15](B(O)O)=[CH:14][CH:13]=1.C(=O)([O-])[O-].[Na+].[Na+]. The catalyst is C1(C)C=CC=CC=1.C(O)C.C(OCC)(=O)C.C1C=CC([P]([Pd]([P](C2C=CC=CC=2)(C2C=CC=CC=2)C2C=CC=CC=2)([P](C2C=CC=CC=2)(C2C=CC=CC=2)C2C=CC=CC=2)[P](C2C=CC=CC=2)(C2C=CC=CC=2)C2C=CC=CC=2)(C2C=CC=CC=2)C2C=CC=CC=2)=CC=1. The product is [F:11][C:12]1[CH:17]=[CH:16][C:15]([C:2]2[CH:3]=[CH:4][C:5]([C:8](=[O:10])[CH3:9])=[N:6][CH:7]=2)=[CH:14][CH:13]=1. The yield is 0.660. (7) The reactants are Cl[C:2]1[C:3]2[C:10]3[CH2:11][N:12]([C:14]([O:16][CH2:17][CH3:18])=[O:15])[CH2:13][C:9]=3[S:8][C:4]=2[N:5]=[CH:6][N:7]=1.[Cl:19][C:20]1[CH:21]=[C:22]([CH:24]=[CH:25][C:26]=1[Cl:27])[NH2:23]. No catalyst specified. The product is [Cl:19][C:20]1[CH:21]=[C:22]([NH:23][C:2]2[C:3]3[C:10]4[CH2:11][N:12]([C:14]([O:16][CH2:17][CH3:18])=[O:15])[CH2:13][C:9]=4[S:8][C:4]=3[N:5]=[CH:6][N:7]=2)[CH:24]=[CH:25][C:26]=1[Cl:27]. The yield is 0.570.